The task is: Predict the product of the given reaction.. This data is from Forward reaction prediction with 1.9M reactions from USPTO patents (1976-2016). (1) Given the reactants [Cl:1][C:2]1[C:3]([F:31])=[C:4]([CH:8]2[C:12]([C:15]3[CH:20]=[CH:19][C:18]([Cl:21])=[CH:17][C:16]=3[F:22])([C:13]#[N:14])[CH:11]([CH2:23][C:24]([CH3:27])([CH3:26])[CH3:25])[NH:10][CH:9]2[C:28]([OH:30])=O)[CH:5]=[CH:6][CH:7]=1.C(N(CC)C(C)C)(C)C.[NH2:41][C:42]1[CH:56]=[CH:55][C:45]([CH2:46][NH:47][C:48](=[O:54])[O:49][C:50]([CH3:53])([CH3:52])[CH3:51])=[CH:44][CH:43]=1.CN(C(ON1N=NC2C=CC=NC1=2)=[N+](C)C)C.F[P-](F)(F)(F)(F)F.ClC1C(F)=C([C@@H]2[C@](C3C=CC(Cl)=CC=3F)(C#N)[C@H](CC(C)(C)C)N[C@H]2C(O)=O)C=CC=1, predict the reaction product. The product is: [C:50]([O:49][C:48](=[O:54])[NH:47][CH2:46][C:45]1[CH:44]=[CH:43][C:42]([NH:41][C:28]([C@H:9]2[C@H:8]([C:4]3[CH:5]=[CH:6][CH:7]=[C:2]([Cl:1])[C:3]=3[F:31])[C@:12]([C:15]3[CH:20]=[CH:19][C:18]([Cl:21])=[CH:17][C:16]=3[F:22])([C:13]#[N:14])[C@H:11]([CH2:23][C:24]([CH3:26])([CH3:27])[CH3:25])[NH:10]2)=[O:30])=[CH:56][CH:55]=1)([CH3:53])([CH3:51])[CH3:52]. (2) Given the reactants [CH:1]1[C:10]2[C:5](=[CH:6][CH:7]=[CH:8][CH:9]=2)[CH:4]=[CH:3][C:2]=1[C:11]([NH:13][CH2:14][CH2:15][NH:16][C:17]([C:19]1[CH:34]=[CH:33][C:22]([O:23][C@@H:24]2[CH2:29][CH2:28][C@H:27]([C:30]([OH:32])=O)[CH2:26][CH2:25]2)=[CH:21][CH:20]=1)=[O:18])=[O:12].[NH2:35][CH2:36][CH2:37][NH:38]C(=O)OC(C)(C)C.[ClH:46].C(N=C=NCCCN(C)C)C.O.ON1C2C=CC=CC=2N=N1, predict the reaction product. The product is: [ClH:46].[NH2:35][CH2:36][CH2:37][NH:38][C:30]([C@@H:27]1[CH2:28][CH2:29][C@H:24]([O:23][C:22]2[CH:33]=[CH:34][C:19]([C:17]([NH:16][CH2:15][CH2:14][NH:13][C:11]([C:2]3[CH:3]=[CH:4][C:5]4[C:10](=[CH:9][CH:8]=[CH:7][CH:6]=4)[CH:1]=3)=[O:12])=[O:18])=[CH:20][CH:21]=2)[CH2:25][CH2:26]1)=[O:32]. (3) The product is: [CH:17]1([CH:13]([N:11]2[CH:12]=[C:8]([C:6]3[N:5]4[CH:20]=[CH:21][N:22]=[C:4]4[CH:3]=[C:2]([C:28]4[S:32][CH:31]=[N:30][CH:29]=4)[N:7]=3)[CH:9]=[N:10]2)[CH2:14][C:15]#[N:16])[CH2:19][CH2:18]1. Given the reactants Cl[C:2]1[N:7]=[C:6]([C:8]2[CH:9]=[N:10][N:11]([CH:13]([CH:17]3[CH2:19][CH2:18]3)[CH2:14][C:15]#[N:16])[CH:12]=2)[N:5]2[CH:20]=[CH:21][N:22]=[C:4]2[CH:3]=1.C([Sn](CCCC)(CCCC)[C:28]1[S:32][CH:31]=[N:30][CH:29]=1)CCC.C1(P(C2CCCCC2)C2C=CC=CC=2C2C(C(C)C)=CC(C(C)C)=CC=2C(C)C)CCCCC1, predict the reaction product.